Task: Regression. Given two drug SMILES strings and cell line genomic features, predict the synergy score measuring deviation from expected non-interaction effect.. Dataset: NCI-60 drug combinations with 297,098 pairs across 59 cell lines (1) Drug 1: CC1=C(C=C(C=C1)NC2=NC=CC(=N2)N(C)C3=CC4=NN(C(=C4C=C3)C)C)S(=O)(=O)N.Cl. Drug 2: CC1=C2C(C(=O)C3(C(CC4C(C3C(C(C2(C)C)(CC1OC(=O)C(C(C5=CC=CC=C5)NC(=O)OC(C)(C)C)O)O)OC(=O)C6=CC=CC=C6)(CO4)OC(=O)C)OC)C)OC. Cell line: EKVX. Synergy scores: CSS=53.6, Synergy_ZIP=15.0, Synergy_Bliss=16.2, Synergy_Loewe=-35.7, Synergy_HSA=15.8. (2) Drug 1: C1CN1P(=S)(N2CC2)N3CC3. Drug 2: CCC1=C2CN3C(=CC4=C(C3=O)COC(=O)C4(CC)O)C2=NC5=C1C=C(C=C5)O. Cell line: SF-295. Synergy scores: CSS=56.3, Synergy_ZIP=2.37, Synergy_Bliss=2.51, Synergy_Loewe=6.43, Synergy_HSA=6.65. (3) Drug 1: CCCS(=O)(=O)NC1=C(C(=C(C=C1)F)C(=O)C2=CNC3=C2C=C(C=N3)C4=CC=C(C=C4)Cl)F. Drug 2: CC(C)CN1C=NC2=C1C3=CC=CC=C3N=C2N. Cell line: SK-MEL-28. Synergy scores: CSS=18.5, Synergy_ZIP=-4.46, Synergy_Bliss=-9.76, Synergy_Loewe=-24.5, Synergy_HSA=-11.2.